The task is: Predict the reaction yield, written as a fraction of the theoretical maximum amount of product (1.0 means a 100% yield; for example, 0.34 means a 34% yield).. This data is from Reaction yield outcomes from USPTO patents with 853,638 reactions. (1) The reactants are [O:1]1[C:10]2[C:5](=[CH:6][CH:7]=[C:8]([C:11]([O:13][CH3:14])=[O:12])[CH:9]=2)[CH:4]=[CH:3][CH2:2]1.[H][H]. The catalyst is CO.[Pd]. The product is [O:1]1[C:10]2[C:5](=[CH:6][CH:7]=[C:8]([C:11]([O:13][CH3:14])=[O:12])[CH:9]=2)[CH2:4][CH2:3][CH2:2]1. The yield is 0.370. (2) The reactants are [CH2:1]([O:19][C@H:20]1[C@H:24]([O:25][CH2:26][CH2:27][CH2:28][CH2:29][CH2:30][CH2:31][CH2:32][CH2:33]/[CH:34]=[CH:35]\[CH2:36]/[CH:37]=[CH:38]\[CH2:39][CH2:40][CH2:41][CH2:42][CH3:43])[CH2:23][N:22]([CH2:44][CH2:45][C:46]([OH:48])=O)[CH2:21]1)[CH2:2][CH2:3][CH2:4][CH2:5][CH2:6][CH2:7][CH2:8]/[CH:9]=[CH:10]\[CH2:11]/[CH:12]=[CH:13]\[CH2:14][CH2:15][CH2:16][CH2:17][CH3:18].F[P-](F)(F)(F)(F)F.N1(OC(N(C)C)=[N+](C)C)[C:60]2[N:61]=[CH:62]C=CC=2N=N1.CNC.C1COCC1.C(N(C(C)C)CC)(C)C. The yield is 0.926. The product is [CH2:1]([O:19][C@H:20]1[C@H:24]([O:25][CH2:26][CH2:27][CH2:28][CH2:29][CH2:30][CH2:31][CH2:32][CH2:33]/[CH:34]=[CH:35]\[CH2:36]/[CH:37]=[CH:38]\[CH2:39][CH2:40][CH2:41][CH2:42][CH3:43])[CH2:23][N:22]([CH2:44][CH2:45][C:46]([N:61]([CH3:62])[CH3:60])=[O:48])[CH2:21]1)[CH2:2][CH2:3][CH2:4][CH2:5][CH2:6][CH2:7][CH2:8]/[CH:9]=[CH:10]\[CH2:11]/[CH:12]=[CH:13]\[CH2:14][CH2:15][CH2:16][CH2:17][CH3:18]. The catalyst is C(Cl)(Cl)Cl. (3) The reactants are Cl[C:2]1[N:6]2[CH:7]=[C:8]([F:11])[CH:9]=[CH:10][C:5]2=[N:4][N:3]=1.[NH:12]1[CH2:17][CH2:16][CH:15]([CH2:18][OH:19])[CH2:14][CH2:13]1. The catalyst is CN1C(=O)CCC1. The product is [F:11][C:8]1[CH:9]=[CH:10][C:5]2[N:6]([C:2]([N:12]3[CH2:17][CH2:16][CH:15]([CH2:18][OH:19])[CH2:14][CH2:13]3)=[N:3][N:4]=2)[CH:7]=1. The yield is 0.560. (4) The reactants are [CH3:1][O:2][C:3]1[CH:8]=[C:7]([O:9]CC2C=CC(OC)=CC=2)[N:6]=[C:5]([C:19]2[CH:24]=[CH:23][CH:22]=[CH:21][CH:20]=2)[N:4]=1.C([O-])(O)=O.[Na+].C(Cl)Cl. The catalyst is C(O)(C(F)(F)F)=O.C(Cl)Cl. The product is [CH3:1][O:2][C:3]1[N:4]=[C:5]([C:19]2[CH:24]=[CH:23][CH:22]=[CH:21][CH:20]=2)[N:6]=[C:7]([OH:9])[CH:8]=1. The yield is 0.830. (5) The reactants are [F:1][C:2]1[CH:7]=[CH:6][C:5]([CH:8]([CH3:13])[C:9]([O:11][CH3:12])=[O:10])=[CH:4][CH:3]=1.[N+:14]([O-])([OH:16])=[O:15].O. The catalyst is S(=O)(=O)(O)O.C(OCC)(=O)C. The product is [F:1][C:2]1[CH:3]=[CH:4][C:5]([CH:8]([CH3:13])[C:9]([O:11][CH3:12])=[O:10])=[CH:6][C:7]=1[N+:14]([O-:16])=[O:15]. The yield is 0.790.